Dataset: Forward reaction prediction with 1.9M reactions from USPTO patents (1976-2016). Task: Predict the product of the given reaction. (1) The product is: [CH3:36][O:35][CH2:34][CH2:33][C:18]1[C:17]([CH2:15][OH:14])=[CH:22][N:21]=[C:20]([C:23]2[CH:24]=[N:25][C:26]([C:29]([F:32])([F:30])[F:31])=[CH:27][CH:28]=2)[N:19]=1. Given the reactants CC(C[AlH]CC(C)C)C.C(=O)=O.C[O:14][C:15]([C:17]1[C:18]([CH2:33][CH2:34][O:35][CH3:36])=[N:19][C:20]([C:23]2[CH:24]=[N:25][C:26]([C:29]([F:32])([F:31])[F:30])=[CH:27][CH:28]=2)=[N:21][CH:22]=1)=O.C(OC(C1C(CCOC)=NC(C2C=NC(C(F)(F)F)=CC=2)=NC=1)=O)C.OS([O-])(=O)=O.[K+], predict the reaction product. (2) Given the reactants Cl[C:2]1[CH:3]=[C:4]2[C:13](=[CH:14][N:15]=1)[C:12]1[N:8]([CH:9]=[C:10]([C:16]3[N:20]([CH:21]([CH3:23])[CH3:22])[N:19]=[CH:18][N:17]=3)[N:11]=1)[CH2:7][CH2:6][O:5]2.[NH:24]1[CH2:28][CH2:27][CH2:26][CH:25]1[C:29]1[CH:34]=[CH:33][N:32]=[CH:31][CH:30]=1, predict the reaction product. The product is: [CH:21]([N:20]1[C:16]([C:10]2[N:11]=[C:12]3[C:13]4[CH:14]=[N:15][C:2]([N:24]5[CH2:28][CH2:27][CH2:26][CH:25]5[C:29]5[CH:30]=[CH:31][N:32]=[CH:33][CH:34]=5)=[CH:3][C:4]=4[O:5][CH2:6][CH2:7][N:8]3[CH:9]=2)=[N:17][CH:18]=[N:19]1)([CH3:23])[CH3:22]. (3) Given the reactants Cl[C:2]1[C:3]([F:18])=[C:4]([N:8]2[C:12]([O:13][CH3:14])=[C:11]([C:15]([OH:17])=[O:16])[N:10]=[N:9]2)[CH:5]=[CH:6][CH:7]=1.FC1[C:26]([O:27]C)=CC=CC=1N.N([O-])=O.[Na+].[N-]=[N+]=[N-].[Na+], predict the reaction product. The product is: [F:18][C:3]1[C:2]([O:27][CH3:26])=[CH:7][CH:6]=[CH:5][C:4]=1[N:8]1[C:12]([O:13][CH3:14])=[C:11]([C:15]([OH:17])=[O:16])[N:10]=[N:9]1. (4) Given the reactants [Cl:1][C:2]1[CH:3]=[CH:4][C:5]([OH:28])=[C:6]([CH:27]=1)/[CH:7]=[C:8]1/[C:9](=[O:26])[N:10]([S:16]([C:19]2[CH:24]=[CH:23][C:22]([Cl:25])=[CH:21][CH:20]=2)(=[O:18])=[O:17])[CH2:11][C:12](=[O:15])[NH:13][CH2:14]/1.ClC1C=CC(S(N)(=O)=O)=CC=1.C(=O)([O-])O.[Na+].[I-].[Na+].Br[CH2:48][C:49]([O:51][C:52]([CH3:55])([CH3:54])[CH3:53])=[O:50], predict the reaction product. The product is: [Cl:1][C:2]1[CH:3]=[CH:4][C:5]([O:28][CH2:48][C:49]([O:51][C:52]([CH3:55])([CH3:54])[CH3:53])=[O:50])=[C:6](/[CH:7]=[C:8]2\[CH2:14][NH:13][C:12](=[O:15])[CH2:11][N:10]([S:16]([C:19]3[CH:24]=[CH:23][C:22]([Cl:25])=[CH:21][CH:20]=3)(=[O:18])=[O:17])[C:9]\2=[O:26])[CH:27]=1. (5) Given the reactants [C:1]1([C:3](=[CH:5][CH:6]=[CH:7][CH:8]=1)[OH:4])[OH:2].[O:9]1[CH2:13][CH2:12][CH2:11][CH2:10]1.N1C=C[CH:17]=[CH:16][CH:15]=1.[C:20](Cl)(=[O:27])[C:21]1[CH:26]=[CH:25][CH:24]=[CH:23][CH:22]=1, predict the reaction product. The product is: [C:13]([O:2][C:1]1[CH:8]=[CH:7][CH:6]=[CH:5][C:3]=1[O:4][C:20](=[O:27])[C:21]1[CH:26]=[CH:25][CH:24]=[CH:23][CH:22]=1)(=[O:9])[C:12]1[CH:17]=[CH:16][CH:15]=[CH:10][CH:11]=1. (6) Given the reactants [CH3:1][O:2][C:3]1[CH:8]=[CH:7][C:6]([C@@H:9]2[C@@H:14]([O:15][CH2:16][C:17]3[CH:18]=[CH:19][C:20]4[O:25][CH2:24][CH2:23][N:22]([CH2:26][CH2:27][CH2:28][O:29][CH3:30])[C:21]=4[CH:31]=3)[CH2:13][N:12]([S:32]([C:35]3[CH:40]=[CH:39][C:38]([CH3:41])=[CH:37][CH:36]=3)(=[O:34])=[O:33])[C@H:11]([CH2:42][C:43]([CH3:48])([CH3:47])[C:44](O)=[O:45])[CH2:10]2)=[CH:5][CH:4]=1.[CH2:49]([O:56][C:57]([N:59]1[CH2:64][CH2:63][CH:62]([NH2:65])[CH2:61][CH2:60]1)=[O:58])[C:50]1[CH:55]=[CH:54][CH:53]=[CH:52][CH:51]=1, predict the reaction product. The product is: [CH2:49]([O:56][C:57]([N:59]1[CH2:64][CH2:63][CH:62]([NH:65][C:44](=[O:45])[C:43]([CH3:47])([CH3:48])[CH2:42][C@@H:11]2[CH2:10][C@H:9]([C:6]3[CH:7]=[CH:8][C:3]([O:2][CH3:1])=[CH:4][CH:5]=3)[C@@H:14]([O:15][CH2:16][C:17]3[CH:18]=[CH:19][C:20]4[O:25][CH2:24][CH2:23][N:22]([CH2:26][CH2:27][CH2:28][O:29][CH3:30])[C:21]=4[CH:31]=3)[CH2:13][N:12]2[S:32]([C:35]2[CH:36]=[CH:37][C:38]([CH3:41])=[CH:39][CH:40]=2)(=[O:33])=[O:34])[CH2:61][CH2:60]1)=[O:58])[C:50]1[CH:55]=[CH:54][CH:53]=[CH:52][CH:51]=1.